This data is from Reaction yield outcomes from USPTO patents with 853,638 reactions. The task is: Predict the reaction yield, written as a fraction of the theoretical maximum amount of product (1.0 means a 100% yield; for example, 0.34 means a 34% yield). (1) The reactants are [F:1][C:2]1[CH:7]=[CH:6][C:5]([C:8]2[C:16]3[C:11](=[CH:12][CH:13]=[C:14]([C:17]([OH:19])=O)[CH:15]=3)[NH:10][N:9]=2)=[CH:4][CH:3]=1.O.ON1C2C=CC=CC=2N=N1.Cl.CN(C)CCCN=C=NCC.[CH2:43]([CH2:45][NH2:46])[OH:44]. The catalyst is O1CCCC1.O.CN(C)C=O. The product is [F:1][C:2]1[CH:3]=[CH:4][C:5]([C:8]2[C:16]3[C:11](=[CH:12][CH:13]=[C:14]([C:17]([NH:46][CH2:45][CH2:43][OH:44])=[O:19])[CH:15]=3)[NH:10][N:9]=2)=[CH:6][CH:7]=1. The yield is 0.690. (2) The reactants are [CH3:1][O:2][C:3]1[CH:4]=[C:5]([CH2:10][CH2:11][N:12]2[CH2:17][CH2:16][N:15]([CH2:18][CH2:19][CH2:20][C:21]3[CH:26]=[CH:25][CH:24]=[CH:23][CH:22]=3)[CH2:14][CH2:13]2)[CH:6]=[CH:7][C:8]=1[OH:9].[ClH:27]. The catalyst is C(O)C. The product is [ClH:27].[ClH:27].[CH3:1][O:2][C:3]1[CH:4]=[C:5]([CH2:10][CH2:11][N:12]2[CH2:13][CH2:14][N:15]([CH2:18][CH2:19][CH2:20][C:21]3[CH:26]=[CH:25][CH:24]=[CH:23][CH:22]=3)[CH2:16][CH2:17]2)[CH:6]=[CH:7][C:8]=1[OH:9]. The yield is 0.570. (3) The reactants are [Cl:1][C:2]1[CH:3]=[C:4]([CH:9]([CH2:18][CH:19]2[CH2:23][CH2:22][CH:21]([OH:24])[CH2:20]2)[C:10]([NH:12][C:13]2[S:14][CH:15]=[CH:16][N:17]=2)=[O:11])[CH:5]=[CH:6][C:7]=1[Cl:8].[C:25](OC(=O)C)(=[O:27])[CH3:26]. The catalyst is N1C=CC=CC=1.C(Cl)Cl. The product is [Cl:1][C:2]1[CH:3]=[C:4]([CH:9]([C:10](=[O:11])[NH:12][C:13]2[S:14][CH:15]=[CH:16][N:17]=2)[CH2:18][CH:19]2[CH2:23][CH2:22][CH:21]([O:24][C:25](=[O:27])[CH3:26])[CH2:20]2)[CH:5]=[CH:6][C:7]=1[Cl:8]. The yield is 0.490. (4) The reactants are [S:1]1(=[O:7])(=[O:6])[CH:5]=[CH:4][CH2:3][NH:2]1.[CH3:8][O-:9].[Na+]. The catalyst is CO. The product is [CH3:8][O:9][CH:4]1[CH2:5][S:1](=[O:7])(=[O:6])[NH:2][CH2:3]1. The yield is 0.130. (5) The reactants are [OH:1][C:2]1[CH:3]=[C:4]2[C:9](=[CH:10][C:11]=1[O:12][CH3:13])[N:8]=[CH:7][NH:6][C:5]2=[O:14].C([O-])([O-])=O.[Cs+].[Cs+].Br[CH2:22][CH3:23]. The catalyst is O.CC#N.CO. The product is [CH2:22]([O:1][C:2]1[CH:3]=[C:4]2[C:9](=[CH:10][C:11]=1[O:12][CH3:13])[N:8]=[CH:7][NH:6][C:5]2=[O:14])[CH3:23]. The yield is 0.480.